Dataset: Catalyst prediction with 721,799 reactions and 888 catalyst types from USPTO. Task: Predict which catalyst facilitates the given reaction. (1) Reactant: CS(O[CH2:6][C:7]1[N:12]=[C:11](NC2C=CN(COCC[Si](C)(C)C)N=2)[CH:10]=C[CH:8]=1)(=O)=O.Cl.Cl[C:29]1[C:30](F)=C(C=C[CH:42]=1)C(N1CCNCC1)=O. Product: [CH:29]([N:12]([CH2:11][CH3:10])[CH:7]([CH3:6])[CH3:8])([CH3:30])[CH3:42]. The catalyst class is: 22. (2) Reactant: C(OC([N:8]1[CH2:13][CH2:12][N:11]([C:14]2[CH:19]=[CH:18][CH:17]=[CH:16][C:15]=2[CH2:20][O:21][CH3:22])[CH2:10][CH2:9]1)=O)(C)(C)C.Cl. Product: [CH3:22][O:21][CH2:20][C:15]1[CH:16]=[CH:17][CH:18]=[CH:19][C:14]=1[N:11]1[CH2:12][CH2:13][NH:8][CH2:9][CH2:10]1. The catalyst class is: 12. (3) Reactant: O.[OH-].[Li+].[CH:4]1([C@@:10]([C:38]([O:40]C)=[O:39])([CH3:37])[NH:11][C:12]([C:14]2[C:23]([NH:24][C:25]([NH:27][C:28]3[C:33]([CH3:34])=[CH:32][C:31]([CH3:35])=[CH:30][C:29]=3[CH3:36])=[O:26])=[CH:22][C:21]3[C:16](=[CH:17][CH:18]=[CH:19][CH:20]=3)[CH:15]=2)=[O:13])[CH2:9][CH2:8][CH2:7][CH2:6][CH2:5]1.CO.Cl. Product: [CH:4]1([C@@:10]([C:38]([OH:40])=[O:39])([CH3:37])[NH:11][C:12]([C:14]2[C:23]([NH:24][C:25]([NH:27][C:28]3[C:33]([CH3:34])=[CH:32][C:31]([CH3:35])=[CH:30][C:29]=3[CH3:36])=[O:26])=[CH:22][C:21]3[C:16](=[CH:17][CH:18]=[CH:19][CH:20]=3)[CH:15]=2)=[O:13])[CH2:9][CH2:8][CH2:7][CH2:6][CH2:5]1. The catalyst class is: 20. (4) The catalyst class is: 1. Product: [Cl:14][C:15]1[C:24]2[C:19](=[CH:20][CH:21]=[C:22]([C:25]([C:35]3[N:39]([CH3:40])[C:38]([CH3:41])=[N:37][CH:36]=3)([C:26]3[C:27]([CH3:33])=[N:28][N:29]([CH3:32])[C:30]=3[CH3:31])[OH:34])[CH:23]=2)[N:18]=[C:17]([O:42][CH3:43])[C:16]=1[O:6][CH2:7][C:8]([F:11])([F:10])[F:9]. Reactant: FC(F)(F)S([O:6][CH2:7][C:8]([F:11])([F:10])[F:9])(=O)=O.[Cl:14][C:15]1[C:24]2[C:19](=[CH:20][CH:21]=[C:22]([C:25]([C:35]3[N:39]([CH3:40])[C:38]([CH3:41])=[N:37][CH:36]=3)([OH:34])[C:26]3[C:27]([CH3:33])=[N:28][N:29]([CH3:32])[C:30]=3[CH3:31])[CH:23]=2)[N:18]=[C:17]([O:42][CH3:43])[C:16]=1O.C([O-])([O-])=O.[Cs+].[Cs+]. (5) Reactant: [NH2:1][C:2]1[CH:10]=[CH:9][C:8]([Cl:11])=[CH:7][C:3]=1[C:4]([OH:6])=O.[CH:12]1([C:15]2[CH:34]=[CH:33][C:18]([CH2:19][NH:20][CH2:21][CH2:22][C:23]3[CH:28]=[CH:27][CH:26]=[C:25]([C:29]([F:32])([F:31])[F:30])[CH:24]=3)=[CH:17][CH:16]=2)[CH2:14][CH2:13]1.CN(C(ON1N=NC2C=CC=CC1=2)=[N+](C)C)C.F[P-](F)(F)(F)(F)F.CN1CCOCC1. Product: [NH2:1][C:2]1[CH:10]=[CH:9][C:8]([Cl:11])=[CH:7][C:3]=1[C:4]([N:20]([CH2:19][C:18]1[CH:17]=[CH:16][C:15]([CH:12]2[CH2:14][CH2:13]2)=[CH:34][CH:33]=1)[CH2:21][CH2:22][C:23]1[CH:28]=[CH:27][CH:26]=[C:25]([C:29]([F:30])([F:31])[F:32])[CH:24]=1)=[O:6]. The catalyst class is: 18. (6) Reactant: [SiH](CC)(CC)CC.B(F)(F)F.CCOCC.[CH2:17]([O:24][C:25]1[CH:30]=[CH:29][C:28]([CH:31]([C:33]2[CH:38]=[CH:37][C:36]([O:39][CH2:40][CH3:41])=[CH:35][CH:34]=2)O)=[CH:27][C:26]=1[Br:42])[C:18]1[CH:23]=[CH:22][CH:21]=[CH:20][CH:19]=1.C(=O)([O-])[O-].[Na+].[Na+]. Product: [CH2:17]([O:24][C:25]1[CH:30]=[CH:29][C:28]([CH2:31][C:33]2[CH:34]=[CH:35][C:36]([O:39][CH2:40][CH3:41])=[CH:37][CH:38]=2)=[CH:27][C:26]=1[Br:42])[C:18]1[CH:23]=[CH:22][CH:21]=[CH:20][CH:19]=1. The catalyst class is: 22. (7) Reactant: [CH:1]([C:3]1[CH:18]=[CH:17][C:6]([O:7][C:8]2[CH:16]=[CH:15][C:11]([C:12]([NH2:14])=[O:13])=[CH:10][N:9]=2)=[C:5]([O:19][CH3:20])[CH:4]=1)=O.[C:21]1([CH3:30])[CH:26]=[CH:25][C:24]([CH2:27][CH2:28][NH2:29])=[CH:23][CH:22]=1.[BH4-].[Na+]. Product: [CH3:20][O:19][C:5]1[CH:4]=[C:3]([CH2:1][NH:29][CH2:28][CH2:27][C:24]2[CH:25]=[CH:26][C:21]([CH3:30])=[CH:22][CH:23]=2)[CH:18]=[CH:17][C:6]=1[O:7][C:8]1[CH:16]=[CH:15][C:11]([C:12]([NH2:14])=[O:13])=[CH:10][N:9]=1. The catalyst class is: 5. (8) Reactant: C([O:8][C:9]1[CH:17]=[CH:16][CH:15]=[C:14]2[C:10]=1[CH:11]=[C:12]([C:22]([O:24][CH2:25][CH3:26])=[O:23])[N:13]2[CH2:18][CH:19]([CH3:21])[CH3:20])C1C=CC=CC=1. Product: [OH:8][C:9]1[CH:17]=[CH:16][CH:15]=[C:14]2[C:10]=1[CH:11]=[C:12]([C:22]([O:24][CH2:25][CH3:26])=[O:23])[N:13]2[CH2:18][CH:19]([CH3:21])[CH3:20]. The catalyst class is: 719. (9) Reactant: [Br:1][C:2]1[CH:7]=[CH:6][C:5]([CH2:8]Br)=[C:4]([CH2:10][CH3:11])[CH:3]=1.[CH3:12][NH:13][CH3:14]. Product: [Br:1][C:2]1[CH:7]=[CH:6][C:5]([CH2:8][N:13]([CH3:14])[CH3:12])=[C:4]([CH2:10][CH3:11])[CH:3]=1. The catalyst class is: 5. (10) Reactant: ClC1C=CC(OC2C=C(F)C(S(=O)(=O)N(CC3C=CC(OC)=CC=3OC)C3SN=CN=3)=CC=2F)=C(C2C=CC3ON=C(N(C(OC(C)(C)C)=O)C(OC(C)(C)C)=O)C=3C=2)C=1.[Cl:61][C:62]1[CH:63]=[CH:64][C:65]([O:92][C:93]2[CH:98]=[C:97]([F:99])[C:96]([S:100](=[O:108])(=[O:107])[NH:101][C:102]3[N:103]=[CH:104][S:105][CH:106]=3)=[CH:95][C:94]=2[Cl:109])=[C:66]([C:68]2[CH:69]=[CH:70][C:71]3[O:75][N:74]=[C:73]([N:76](C(OC(C)(C)C)=O)C(OC(C)(C)C)=O)[C:72]=3[CH:91]=2)[CH:67]=1. Product: [NH2:76][C:73]1[C:72]2[CH:91]=[C:68]([C:66]3[CH:67]=[C:62]([Cl:61])[CH:63]=[CH:64][C:65]=3[O:92][C:93]3[C:94]([Cl:109])=[CH:95][C:96]([S:100]([NH:101][C:102]4[N:103]=[CH:104][S:105][CH:106]=4)(=[O:107])=[O:108])=[C:97]([F:99])[CH:98]=3)[CH:69]=[CH:70][C:71]=2[O:75][N:74]=1. The catalyst class is: 27.